Predict which catalyst facilitates the given reaction. From a dataset of Catalyst prediction with 721,799 reactions and 888 catalyst types from USPTO. (1) Reactant: [NH:1]1[CH:5]=[C:4]([C:6]2[CH:11]=[C:10]([C:12]#[N:13])[CH:9]=[CH:8][N:7]=2)[N:3]=[CH:2]1.Cl.Cl[CH2:16][CH2:17][N:18]1[CH2:22][CH2:21][CH2:20][CH2:19]1.C(=O)([O-])[O-].[Cs+].[Cs+]. Product: [N:18]1([CH2:17][CH2:16][N:1]2[CH:5]=[C:4]([C:6]3[CH:11]=[C:10]([C:12]#[N:13])[CH:9]=[CH:8][N:7]=3)[N:3]=[CH:2]2)[CH2:22][CH2:21][CH2:20][CH2:19]1. The catalyst class is: 3. (2) Reactant: C([N:4](C(C)C)CC)(C)C.C(O)(=[O:12])C.C(O)(=O)C.[NH2:18][CH2:19][CH2:20][CH2:21][CH2:22][C:23]1[CH:28]=[CH:27][C:26]([CH2:29][CH2:30][CH2:31][CH2:32][NH:33][CH2:34][C@@H:35]([C:37]2[CH:38]=[CH:39][C:40]([OH:46])=[C:41]([NH:43][CH:44]=[O:45])[CH:42]=2)[OH:36])=[CH:25][CH:24]=1.I.[NH2:48][C:49]1[C:50]([C:57]([NH:59][C:60](=[NH:63])SC)=[O:58])=[N:51][C:52]([Cl:56])=[C:53]([NH2:55])[N:54]=1. Product: [OH-:12].[NH4+:4].[NH2:48][C:49]1[C:50]([C:57]([N:59]=[C:60]([NH2:63])[NH:18][CH2:19][CH2:20][CH2:21][CH2:22][C:23]2[CH:24]=[CH:25][C:26]([CH2:29][CH2:30][CH2:31][CH2:32][NH:33][CH2:34][C@@H:35]([C:37]3[CH:38]=[CH:39][C:40]([OH:46])=[C:41]([NH:43][CH:44]=[O:45])[CH:42]=3)[OH:36])=[CH:27][CH:28]=2)=[O:58])=[N:51][C:52]([Cl:56])=[C:53]([NH2:55])[N:54]=1. The catalyst class is: 8.